Dataset: Retrosynthesis with 50K atom-mapped reactions and 10 reaction types from USPTO. Task: Predict the reactants needed to synthesize the given product. (1) Given the product Cc1ccc2nc(C)cc(-c3cc(C(F)(F)F)cc(C(F)(F)F)c3)c2c1, predict the reactants needed to synthesize it. The reactants are: Cc1ccc2nc(C)cc(Cl)c2c1.FC(F)(F)c1cc(Br)cc(C(F)(F)F)c1. (2) Given the product O=C(O)C[C@@H]1COc2cc(O)ccc21, predict the reactants needed to synthesize it. The reactants are: O=C(O)Cc1coc2cc(O)ccc12. (3) Given the product CCCCC1(CCCC)CSc2ccc(F)cc2N(c2ccc(OC)cc2)C1, predict the reactants needed to synthesize it. The reactants are: CCCCC1(CCCC)CSc2ccc(F)cc2N(c2ccc(OC)cc2)C1=O.